This data is from Forward reaction prediction with 1.9M reactions from USPTO patents (1976-2016). The task is: Predict the product of the given reaction. (1) The product is: [CH3:2][C:1]1[NH:23][C:11]([C:12]2[CH:17]=[CH:16][CH:15]=[CH:14][CH:13]=2)=[CH:10][C:4]=1[C:5]([O:7][CH2:8][CH3:9])=[O:6]. Given the reactants [C:1]([CH:4]([CH2:10][C:11](=O)[C:12]1[CH:17]=[CH:16][CH:15]=[CH:14][CH:13]=1)[C:5]([O:7][CH2:8][CH3:9])=[O:6])(=O)[CH3:2].C([O-])(=O)C.[NH4+:23], predict the reaction product. (2) Given the reactants [Cl:1][C:2]1[CH:3]=[N:4][CH:5]=[C:6]([Cl:26])[C:7]=1[S:8][C:9]1[S:13][C:12]([C:14]([NH:16][CH:17]2[CH2:22][CH2:21][NH:20][CH2:19][CH2:18]2)=[O:15])=[CH:11][C:10]=1[N+:23]([O-:25])=[O:24].[C:27](Cl)(=[O:29])[CH3:28], predict the reaction product. The product is: [C:27]([N:20]1[CH2:21][CH2:22][CH:17]([NH:16][C:14]([C:12]2[S:13][C:9]([S:8][C:7]3[C:6]([Cl:26])=[CH:5][N:4]=[CH:3][C:2]=3[Cl:1])=[C:10]([N+:23]([O-:25])=[O:24])[CH:11]=2)=[O:15])[CH2:18][CH2:19]1)(=[O:29])[CH3:28].